This data is from Full USPTO retrosynthesis dataset with 1.9M reactions from patents (1976-2016). The task is: Predict the reactants needed to synthesize the given product. (1) The reactants are: [O-:1]CC.[K+].[CH3:5][C:6]1[N:10]([C:11]2[CH:12]=[N:13][CH:14]=[CH:15][C:16]=2[C:17]([O:19]CC)=O)[N:9]=[N:8][N:7]=1.CN(C)C=O. Given the product [OH2:1].[N:9]1[N:10]2[C:11]3[C:16]([C:17]([OH:19])=[CH:5][C:6]2=[N:7][N:8]=1)=[CH:15][CH:14]=[N:13][CH:12]=3, predict the reactants needed to synthesize it. (2) Given the product [CH2:1]([O:8][CH2:9][C:10]([NH:16][CH:13]([CH3:15])[CH3:14])=[O:11])[C:2]1[CH:7]=[CH:6][CH:5]=[CH:4][CH:3]=1, predict the reactants needed to synthesize it. The reactants are: [CH2:1]([O:8][CH2:9][C:10](Cl)=[O:11])[C:2]1[CH:7]=[CH:6][CH:5]=[CH:4][CH:3]=1.[CH:13]([NH2:16])([CH3:15])[CH3:14]. (3) Given the product [CH3:8][O:9][C:10](=[O:39])[C@@H:11]([NH:14][C:15]([C:17]1[S:18][C:19]([C:26](=[O:38])[NH:27][CH2:28][C:29]2[CH:37]=[CH:36][CH:35]=[C:34]3[C:30]=2[CH:31]=[N:32][NH:33]3)=[CH:20][C:21]=1[C:22]([F:24])([F:25])[F:23])=[O:16])[CH2:12][NH:13][C:86]([C:82]1[S:81][CH:85]=[CH:84][CH:83]=1)=[O:87], predict the reactants needed to synthesize it. The reactants are: FC(F)(F)C(O)=O.[CH3:8][O:9][C:10](=[O:39])[C@@H:11]([NH:14][C:15]([C:17]1[S:18][C:19]([C:26](=[O:38])[NH:27][CH2:28][C:29]2[CH:37]=[CH:36][CH:35]=[C:34]3[C:30]=2[CH:31]=[N:32][NH:33]3)=[CH:20][C:21]=1[C:22]([F:25])([F:24])[F:23])=[O:16])[CH2:12][NH2:13].C(N(CC)CC)C.CN(C(ON1N=NC2C=CC=CC1=2)=[N+](C)C)C.F[P-](F)(F)(F)(F)F.C1C=CC2N(O)N=NC=2C=1.[S:81]1[CH:85]=[CH:84][CH:83]=[C:82]1[C:86](O)=[O:87]. (4) Given the product [NH2:1][C:2]1[C:7]([O:8][CH:9]2[C:13]3([CH2:15][CH2:14]3)[CH2:12][N:11]([C:16]([O:18][C:19]([CH3:22])([CH3:21])[CH3:20])=[O:17])[CH2:10]2)=[CH:6][C:5]([C:24]#[N:25])=[CH:4][N:3]=1, predict the reactants needed to synthesize it. The reactants are: [NH2:1][C:2]1[C:7]([O:8][CH:9]2[C:13]3([CH2:15][CH2:14]3)[CH2:12][N:11]([C:16]([O:18][C:19]([CH3:22])([CH3:21])[CH3:20])=[O:17])[CH2:10]2)=[CH:6][C:5](Br)=[CH:4][N:3]=1.[CH3:24][N:25](C=O)C. (5) The reactants are: [CH3:1][O:2][C:3]1[CH:4]=[C:5]2[C:10](=[CH:11][C:12]=1[O:13][CH2:14][CH2:15][N:16]1[CH2:21][CH2:20][CH2:19][CH2:18][CH2:17]1)[N:9]=[CH:8][NH:7][C:6]2=O.S(Cl)([Cl:25])=O. Given the product [ClH:25].[Cl:25][C:6]1[C:5]2[C:10](=[CH:11][C:12]([O:13][CH2:14][CH2:15][N:16]3[CH2:21][CH2:20][CH2:19][CH2:18][CH2:17]3)=[C:3]([O:2][CH3:1])[CH:4]=2)[N:9]=[CH:8][N:7]=1, predict the reactants needed to synthesize it.